Dataset: Reaction yield outcomes from USPTO patents with 853,638 reactions. Task: Predict the reaction yield, written as a fraction of the theoretical maximum amount of product (1.0 means a 100% yield; for example, 0.34 means a 34% yield). (1) The reactants are [CH2:1]([O:8][C:9]([NH:11][C:12]1[CH:17]=[CH:16][C:15]([C@H:18]2[CH2:23][CH2:22][C@H:21]([CH2:24][C:25]([O:27]C)=[O:26])[CH2:20][CH2:19]2)=[CH:14][CH:13]=1)=[O:10])[C:2]1[CH:7]=[CH:6][CH:5]=[CH:4][CH:3]=1.[OH-].[Li+]. The catalyst is C1COCC1.CO. The product is [CH2:1]([O:8][C:9]([NH:11][C:12]1[CH:13]=[CH:14][C:15]([C@H:18]2[CH2:23][CH2:22][C@H:21]([CH2:24][C:25]([OH:27])=[O:26])[CH2:20][CH2:19]2)=[CH:16][CH:17]=1)=[O:10])[C:2]1[CH:7]=[CH:6][CH:5]=[CH:4][CH:3]=1. The yield is 0.990. (2) The reactants are [H-].[Na+].[Br:3][C:4]1[CH:5]=[CH:6][C:7]2[NH:8][C:9]3[C:14]([C:15]=2[CH:16]=1)=[CH:13][C:12]([Br:17])=[CH:11][CH:10]=3.[O:18]1[CH2:20][CH:19]1[CH2:21][CH2:22][NH:23][C:24]1[CH:29]=[CH:28][CH:27]=[CH:26][CH:25]=1. The catalyst is C1COCC1. The product is [Br:17][C:12]1[CH:11]=[CH:10][C:9]2[N:8]([CH2:20][CH:19]([OH:18])[CH2:21][CH2:22][NH:23][C:24]3[CH:29]=[CH:28][CH:27]=[CH:26][CH:25]=3)[C:7]3[C:15]([C:14]=2[CH:13]=1)=[CH:16][C:4]([Br:3])=[CH:5][CH:6]=3. The yield is 0.575. (3) The reactants are C([O:4][C@@H:5]1[C@@H:10]([O:11]C(=O)C)[C@H:9]([O:15]C(=O)C)[C@@H:8]([O:19]/[C:20](/[C:29]([O:31]CC)=[O:30])=[CH:21]\[C:22]2[CH:27]=[CH:26][CH:25]=[CH:24][C:23]=2[F:28])[O:7][C@H:6]1[CH2:34][O:35]C(=O)C)(=O)C.O[Li].O. The catalyst is C1COCC1.O. The product is [F:28][C:23]1[CH:24]=[CH:25][CH:26]=[CH:27][C:22]=1/[CH:21]=[C:20](\[O:19][C@@H:8]1[C@@H:9]([OH:15])[C@H:10]([OH:11])[C@@H:5]([OH:4])[C@H:6]([CH2:34][OH:35])[O:7]1)/[C:29]([OH:31])=[O:30]. The yield is 0.870. (4) The reactants are Cl[C:2]1[C:7]([N+:8]([O-])=O)=[CH:6][CH:5]=[C:4]([CH3:11])[N:3]=1.[CH3:12][NH2:13].[H][H]. The catalyst is CO.[Pd]. The product is [CH3:11][C:4]1[N:3]=[C:2]([NH:13][CH3:12])[C:7]([NH2:8])=[CH:6][CH:5]=1. The yield is 0.830. (5) The yield is 1.00. The reactants are [C:1]1([C:9]2[CH:14]=[CH:13][CH:12]=[CH:11][CH:10]=2)[C:2]([CH:7]=O)=[CH:3][CH:4]=[CH:5][CH:6]=1.[C:15]([O:19][C:20]([N:22]1[CH2:27][CH2:26][NH:25][CH2:24][CH2:23]1)=[O:21])([CH3:18])([CH3:17])[CH3:16].C(O)(=O)C.C(O[BH-](OC(=O)C)OC(=O)C)(=O)C.[Na+].[OH-].[Na+]. The product is [C:15]([O:19][C:20]([N:22]1[CH2:27][CH2:26][N:25]([CH2:7][C:2]2[CH:3]=[CH:4][CH:5]=[CH:6][C:1]=2[C:9]2[CH:14]=[CH:13][CH:12]=[CH:11][CH:10]=2)[CH2:24][CH2:23]1)=[O:21])([CH3:18])([CH3:16])[CH3:17]. The catalyst is ClCCl. (6) The reactants are [Br:1][C:2]1[C:3]([CH3:11])=[CH:4][C:5]([C:8](O)=[O:9])=[N:6][CH:7]=1.S(Cl)([Cl:14])=O. No catalyst specified. The product is [Br:1][C:2]1[C:3]([CH3:11])=[CH:4][C:5]([C:8]([Cl:14])=[O:9])=[N:6][CH:7]=1. The yield is 0.770. (7) The reactants are [CH2:1]([N:8]1[C:16]2[C:11](=[CH:12][C:13](Br)=[CH:14][CH:15]=2)[CH:10]=[CH:9]1)[C:2]1[CH:7]=[CH:6][CH:5]=[CH:4][CH:3]=1.[F:18][C:19]([F:34])([F:33])[C:20]1[CH:21]=[C:22](B(O)O)[CH:23]=[C:24]([C:26]([F:29])([F:28])[F:27])[CH:25]=1.ClCCl.C(=O)([O-])[O-].[K+].[K+]. The catalyst is O1CCOCC1.O.C1C=CC(P(C2C=CC=CC=2)[C-]2C=CC=C2)=CC=1.C1C=CC(P(C2C=CC=CC=2)[C-]2C=CC=C2)=CC=1.Cl[Pd]Cl.[Fe+2]. The product is [CH2:1]([N:8]1[C:16]2[C:11](=[CH:12][C:13]([C:22]3[CH:23]=[C:24]([C:26]([F:29])([F:27])[F:28])[CH:25]=[C:20]([C:19]([F:18])([F:34])[F:33])[CH:21]=3)=[CH:14][CH:15]=2)[CH:10]=[CH:9]1)[C:2]1[CH:7]=[CH:6][CH:5]=[CH:4][CH:3]=1. The yield is 0.510.